This data is from Forward reaction prediction with 1.9M reactions from USPTO patents (1976-2016). The task is: Predict the product of the given reaction. (1) Given the reactants [NH2:1][CH:2]([CH2:28][C:29]1[CH:34]=[C:33]([F:35])[CH:32]=[C:31]([F:36])[CH:30]=1)[CH:3]([OH:27])[CH2:4][NH:5][C:6]1([C:17]2[CH:22]=[CH:21][CH:20]=[C:19]([C:23]([CH3:26])([CH3:25])[CH3:24])[CH:18]=2)[CH2:15][CH2:14][C:13]2[N:12]=[C:11]([CH3:16])[N:10]=[CH:9][C:8]=2[CH2:7]1.[C:37](N(OC)C(=O)C)(=[O:39])[CH3:38], predict the reaction product. The product is: [C:23]([C:19]1[CH:18]=[C:17]([C:6]2([NH:5][CH2:4][CH:3]([OH:27])[CH:2]([NH:1][C:37](=[O:39])[CH3:38])[CH2:28][C:29]3[CH:30]=[C:31]([F:36])[CH:32]=[C:33]([F:35])[CH:34]=3)[CH2:15][CH2:14][C:13]3[N:12]=[C:11]([CH3:16])[N:10]=[CH:9][C:8]=3[CH2:7]2)[CH:22]=[CH:21][CH:20]=1)([CH3:26])([CH3:25])[CH3:24]. (2) Given the reactants [NH2:1][C:2]1[N:6]([CH3:7])[N:5]=[C:4]([C:8]2[CH:13]=[CH:12][C:11]([OH:14])=[CH:10][CH:9]=2)[CH:3]=1.CS(C)=O.C([O-])([O-])=O.[Cs+].[Cs+].Br[CH2:26][CH2:27][O:28][CH3:29], predict the reaction product. The product is: [CH3:29][O:28][CH2:27][CH2:26][O:14][C:11]1[CH:12]=[CH:13][C:8]([C:4]2[CH:3]=[C:2]([NH2:1])[N:6]([CH3:7])[N:5]=2)=[CH:9][CH:10]=1. (3) The product is: [F:1][C:2]1[CH:7]=[C:6]([O:8][CH2:32][CH:29]2[CH2:30][CH2:31][N:26]([C:19]([O:21][C:22]([CH3:23])([CH3:25])[CH3:24])=[O:20])[CH2:27][CH2:28]2)[CH:5]=[CH:4][C:3]=1[C:9]1[CH:10]=[CH:11][C:12]([S:15]([CH3:18])(=[O:17])=[O:16])=[CH:13][CH:14]=1. Given the reactants [F:1][C:2]1[CH:7]=[C:6]([OH:8])[CH:5]=[CH:4][C:3]=1[C:9]1[CH:14]=[CH:13][C:12]([S:15]([CH3:18])(=[O:17])=[O:16])=[CH:11][CH:10]=1.[C:19]([N:26]1[CH2:31][CH2:30][CH:29]([CH2:32]O)[CH2:28][CH2:27]1)([O:21][C:22]([CH3:25])([CH3:24])[CH3:23])=[O:20].C1C=CC(P(C2C=CC=CC=2)C2C=CC=CC=2)=CC=1.N(C(OC(C)C)=O)=NC(OC(C)C)=O, predict the reaction product. (4) Given the reactants [Cl:1][CH2:2][CH2:3][CH2:4][S:5]([O:8][CH2:9][C:10]([CH3:23])([CH3:22])[CH:11]([O:14][CH2:15][C:16]1[CH:21]=[CH:20][CH:19]=[CH:18][CH:17]=1)[CH:12]=[O:13])(=[O:7])=[O:6].CC(C)=[O:26], predict the reaction product. The product is: [Cl:1][CH2:2][CH2:3][CH2:4][S:5]([O:8][CH2:9][C:10]([CH3:23])([CH3:22])[CH:11]([O:14][CH2:15][C:16]1[CH:17]=[CH:18][CH:19]=[CH:20][CH:21]=1)[C:12]([OH:26])=[O:13])(=[O:7])=[O:6].